From a dataset of Full USPTO retrosynthesis dataset with 1.9M reactions from patents (1976-2016). Predict the reactants needed to synthesize the given product. (1) Given the product [F:1][C:2]1([F:22])[CH2:3][C:4]([CH2:6][OH:7])([C:11]2[CH:16]=[CH:15][CH:14]=[C:13]([O:17][C:18]([F:20])([F:21])[F:19])[CH:12]=2)[CH2:5]1, predict the reactants needed to synthesize it. The reactants are: [F:1][C:2]1([F:22])[CH2:5][C:4]([C:11]2[CH:16]=[CH:15][CH:14]=[C:13]([O:17][C:18]([F:21])([F:20])[F:19])[CH:12]=2)([C:6](OCC)=[O:7])[CH2:3]1.[H-].[H-].[H-].[H-].[Li+].[Al+3]. (2) Given the product [S:4]([O-:8])([O-:7])(=[O:6])=[O:5].[Hf+4:2].[S:4]([O-:8])([O-:7])(=[O:6])=[O:5], predict the reactants needed to synthesize it. The reactants are: [O-2].[Hf+4:2].[O-2].[S:4](=[O:8])(=[O:7])([OH:6])[OH:5]. (3) Given the product [Br:1][C:2]1[CH:3]=[N:4][CH:5]=[CH:6][C:7]=1[CH2:8][CH:9]1[CH2:18][CH2:17][C:16]2[C:11](=[CH:12][C:13]([O:21][CH3:22])=[C:14]([O:19][CH3:20])[CH:15]=2)[C:10]1=[O:23], predict the reactants needed to synthesize it. The reactants are: [Br:1][C:2]1[CH:3]=[N:4][CH:5]=[CH:6][C:7]=1/[CH:8]=[C:9]1/[C:10](=[O:23])[C:11]2[C:16]([CH2:17][CH2:18]/1)=[CH:15][C:14]([O:19][CH3:20])=[C:13]([O:21][CH3:22])[CH:12]=2. (4) Given the product [Cl:30][C:31]1[CH:36]=[C:35]([C:2]2[CH:3]=[C:4]3[C:9](=[CH:10][CH:11]=2)[N:8]=[CH:7][C:6]([C:12]([CH:14]2[CH2:15][CH2:16]2)=[O:13])=[C:5]3[NH:17][C:18]2[CH:19]=[N:20][C:21]([O:24][CH2:25][CH2:26][N:27]([CH3:29])[CH3:28])=[CH:22][CH:23]=2)[CH:34]=[C:33]([F:46])[C:32]=1[OH:47], predict the reactants needed to synthesize it. The reactants are: Br[C:2]1[CH:3]=[C:4]2[C:9](=[CH:10][CH:11]=1)[N:8]=[CH:7][C:6]([C:12]([CH:14]1[CH2:16][CH2:15]1)=[O:13])=[C:5]2[NH:17][C:18]1[CH:19]=[N:20][C:21]([O:24][CH2:25][CH2:26][N:27]([CH3:29])[CH3:28])=[CH:22][CH:23]=1.[Cl:30][C:31]1[CH:36]=[C:35](B2OC(C)(C)C(C)(C)O2)[CH:34]=[C:33]([F:46])[C:32]=1[OH:47]. (5) Given the product [OH:61][C@H:47]([CH2:48][NH:49][CH2:50][C:51]1[CH:56]=[CH:55][CH:54]=[C:53]([C:57]([F:58])([F:59])[F:60])[CH:52]=1)[C@@H:46]([NH:45][C:5](=[O:6])[C:4]1[CH:8]=[C:9]([C:11]([N:13]2[CH2:17][CH2:16][CH2:15][C@@H:14]2[C:18]2[S:19][CH:20]=[C:21]([CH3:23])[N:22]=2)=[O:12])[CH:10]=[C:2]([CH3:1])[CH:3]=1)[CH2:62][C:63]1[CH:68]=[CH:67][CH:66]=[CH:65][CH:64]=1, predict the reactants needed to synthesize it. The reactants are: [CH3:1][C:2]1[CH:3]=[C:4]([CH:8]=[C:9]([C:11]([N:13]2[CH2:17][CH2:16][CH2:15][C@@H:14]2[C:18]2[S:19][CH:20]=[C:21]([CH3:23])[N:22]=2)=[O:12])[CH:10]=1)[C:5](O)=[O:6].CCN=C=NCCCN(C)C.C1C=CC2N(O)N=NC=2C=1.[NH2:45][C@@H:46]([CH2:62][C:63]1[CH:68]=[CH:67][CH:66]=[CH:65][CH:64]=1)[C@H:47]([OH:61])[CH2:48][NH:49][CH2:50][C:51]1[CH:56]=[CH:55][CH:54]=[C:53]([C:57]([F:60])([F:59])[F:58])[CH:52]=1.CCN(C(C)C)C(C)C.O1C2C=CC=CC=2C=C1CNC(=O)OC(C)(C)C.